From a dataset of Full USPTO retrosynthesis dataset with 1.9M reactions from patents (1976-2016). Predict the reactants needed to synthesize the given product. (1) Given the product [C:10](/[N:9]=[C:8](\[O:12][C:13]1[CH:14]=[CH:15][CH:16]=[CH:17][CH:18]=1)/[NH:31][C:30]1[CH:32]=[CH:33][C:27]([O:26][CH2:25][CH2:24][N:19]2[CH2:23][CH2:22][CH2:21][CH2:20]2)=[CH:28][CH:29]=1)#[N:11], predict the reactants needed to synthesize it. The reactants are: C1C=CC(O[C:8]([O:12][C:13]2[CH:18]=[CH:17][CH:16]=[CH:15][CH:14]=2)=[N:9][C:10]#[N:11])=CC=1.[N:19]1([CH2:24][CH2:25][O:26][C:27]2[CH:33]=[CH:32][C:30]([NH2:31])=[CH:29][CH:28]=2)[CH2:23][CH2:22][CH2:21][CH2:20]1. (2) Given the product [F:1][C:2]1[CH:3]=[C:4]2[C:9](=[CH:10][CH:11]=1)[N:8]=[C:7]([O:12][CH3:13])[C:6]([NH:14][C:15]([N:29]1[CH2:30][CH2:31][N:26]([C:21]3[N:20]=[CH:25][CH:24]=[CH:23][N:22]=3)[CH2:27][CH2:28]1)=[O:19])=[N:5]2, predict the reactants needed to synthesize it. The reactants are: [F:1][C:2]1[CH:3]=[C:4]2[C:9](=[CH:10][CH:11]=1)[N:8]=[C:7]([O:12][CH3:13])[C:6]([NH:14][C:15](=[O:19])OCC)=[N:5]2.[N:20]1[CH:25]=[CH:24][CH:23]=[N:22][C:21]=1[N:26]1[CH2:31][CH2:30][NH:29][CH2:28][CH2:27]1. (3) Given the product [CH3:33][O:32][CH2:31][CH:30]([C:27]1[CH:28]=[CH:29][C:24]([CH:2]=[O:1])=[N:25][CH:26]=1)[O:34][CH:35]1[CH2:40][CH2:39][CH2:38][CH2:37][O:36]1, predict the reactants needed to synthesize it. The reactants are: [O:1]1CCC[CH2:2]1.C([Mg]Cl)CCC.CCCCCC.C([Li])CCC.Br[C:24]1[CH:29]=[CH:28][C:27]([CH:30]([O:34][CH:35]2[CH2:40][CH2:39][CH2:38][CH2:37][O:36]2)[CH2:31][O:32][CH3:33])=[CH:26][N:25]=1.[Cl-].[NH4+].